Dataset: Forward reaction prediction with 1.9M reactions from USPTO patents (1976-2016). Task: Predict the product of the given reaction. (1) The product is: [F:23][C:2]([F:1])([F:22])[C:3]1[CH:17]=[C:16]([C:18]([F:21])([F:20])[F:19])[CH:15]=[CH:14][C:4]=1[CH2:5][N:6]1[CH2:11][CH2:10][CH:9](/[CH:12]=[C:38]2/[C:34]([NH:33][CH2:32][C:26]3([CH2:25][OH:24])[CH2:27][CH2:28][O:29][CH2:30][CH2:31]3)=[N:35][C:36](=[O:39])[S:37]/2)[CH2:8][CH2:7]1. Given the reactants [F:1][C:2]([F:23])([F:22])[C:3]1[CH:17]=[C:16]([C:18]([F:21])([F:20])[F:19])[CH:15]=[CH:14][C:4]=1[CH2:5][N:6]1[CH2:11][CH2:10][CH:9]([CH:12]=O)[CH2:8][CH2:7]1.[OH:24][CH2:25][C:26]1([CH2:32][NH:33][C:34]2[CH2:38][S:37][C:36](=[O:39])[N:35]=2)[CH2:31][CH2:30][O:29][CH2:28][CH2:27]1.C([O-])(=O)C.[NH2+]1CCCCC1, predict the reaction product. (2) The product is: [NH:1]1[C:9]2[C:4](=[CH:5][CH:6]=[CH:7][CH:8]=2)[C:3]([CH2:10][C:11]([O:13][CH2:14][CH3:15])=[O:12])=[N:2]1. Given the reactants [NH:1]1[C:9]2[C:4](=[CH:5][CH:6]=[CH:7][CH:8]=2)[C:3]([CH2:10][C:11]([OH:13])=[O:12])=[N:2]1.[CH2:14](O)[CH3:15], predict the reaction product. (3) Given the reactants [S:1]1[CH:5]=[CH:4][CH:3]=[C:2]1[CH2:6][C:7]1[C:16]2[C:11](=[CH:12][CH:13]=[CH:14][CH:15]=2)[CH2:10][N:9](O)[CH:8]=1.P(Cl)(Cl)([Cl:20])=O, predict the reaction product. The product is: [Cl:20][C:10]1[C:11]2[C:16](=[CH:15][CH:14]=[CH:13][CH:12]=2)[C:7]([CH2:6][C:2]2[S:1][CH:5]=[CH:4][CH:3]=2)=[CH:8][N:9]=1. (4) Given the reactants [Cl:1][C:2]1[CH:7]=[CH:6][C:5]([C:8]2[NH:12][C:11]3[CH:13]=[C:14]([F:18])[C:15]([F:17])=[CH:16][C:10]=3[N:9]=2)=[CH:4][CH:3]=1.CN(C)C=O.[CH2:24]([O:26][C:27](=[O:36])[CH:28](Br)[CH:29]1[CH2:34][CH2:33][CH2:32][CH2:31][CH2:30]1)[CH3:25].C(=O)([O-])[O-].[Cs+].[Cs+], predict the reaction product. The product is: [CH2:24]([O:26][C:27](=[O:36])[CH:28]([N:12]1[C:11]2[CH:13]=[C:14]([F:18])[C:15]([F:17])=[CH:16][C:10]=2[N:9]=[C:8]1[C:5]1[CH:4]=[CH:3][C:2]([Cl:1])=[CH:7][CH:6]=1)[CH:29]1[CH2:34][CH2:33][CH2:32][CH2:31][CH2:30]1)[CH3:25]. (5) Given the reactants [C:1]([C:3]1[CH:8]=[CH:7][C:6](=[O:9])[N:5]([C:10]2[C:15]([F:16])=[CH:14][CH:13]=[CH:12][C:11]=2[F:17])[C:4]=1[S-:18])#[N:2].[Na+].Cl[CH2:21][C:22]([N:24]1[CH2:28][CH2:27][C@@H:26]([O:29][CH:30]2[CH2:35][CH2:34][CH2:33][CH2:32][O:31]2)[CH2:25]1)=[O:23].CCN(C(C)C)C(C)C.O, predict the reaction product. The product is: [NH2:2][C:1]1[C:3]2[CH:8]=[CH:7][C:6](=[O:9])[N:5]([C:10]3[C:11]([F:17])=[CH:12][CH:13]=[CH:14][C:15]=3[F:16])[C:4]=2[S:18][C:21]=1[C:22]([N:24]1[CH2:28][CH2:27][C@@H:26]([O:29][CH:30]2[CH2:35][CH2:34][CH2:33][CH2:32][O:31]2)[CH2:25]1)=[O:23]. (6) Given the reactants [OH-].[Na+].C[O:4][C:5](=[O:51])[C:6]1[CH:11]=[CH:10][C:9]([CH2:12][N:13]2[CH2:19][CH2:18][CH2:17][C@H:16]([N:20]([CH2:27][C:28]3[CH:33]=[C:32]([C:34]([F:37])([F:36])[F:35])[CH:31]=[C:30]([C:38]([F:41])([F:40])[F:39])[CH:29]=3)[C:21]3[N:22]=[N:23][N:24]([CH3:26])[N:25]=3)[C:15]3[CH:42]=[C:43]([CH3:50])[C:44]([C:46]([F:49])([F:48])[F:47])=[CH:45][C:14]2=3)=[CH:8][CH:7]=1.Cl, predict the reaction product. The product is: [F:36][C:34]([F:35])([F:37])[C:32]1[CH:33]=[C:28]([CH:29]=[C:30]([C:38]([F:41])([F:40])[F:39])[CH:31]=1)[CH2:27][N:20]([C:21]1[N:22]=[N:23][N:24]([CH3:26])[N:25]=1)[C@H:16]1[CH2:17][CH2:18][CH2:19][N:13]([CH2:12][C:9]2[CH:10]=[CH:11][C:6]([C:5]([OH:51])=[O:4])=[CH:7][CH:8]=2)[C:14]2[CH:45]=[C:44]([C:46]([F:47])([F:48])[F:49])[C:43]([CH3:50])=[CH:42][C:15]1=2.